From a dataset of Catalyst prediction with 721,799 reactions and 888 catalyst types from USPTO. Predict which catalyst facilitates the given reaction. Reactant: [CH3:1][O:2][C:3]1[C:11]2[N:10]=[C:9]([CH2:12][CH2:13][CH2:14][N:15]([CH3:34])[C:16](=O)[CH2:17][C:18]3([OH:32])[CH2:23][CH:22]4[CH2:24][CH2:25][CH:19]3[CH:20]=[C:21]4[C:26]3[CH:31]=[CH:30][CH:29]=[CH:28][CH:27]=3)[NH:8][C:7]=2[C:6]([O:35][CH3:36])=[CH:5][CH:4]=1.COCCO[AlH2-]OCCOC.[Na+]. The catalyst class is: 11. Product: [CH3:36][O:35][C:6]1[C:7]2[N:8]=[C:9]([CH2:12][CH2:13][CH2:14][N:15]([CH3:34])[CH2:16][CH2:17][C:18]3([OH:32])[CH2:23][CH:22]4[CH2:24][CH2:25][CH:19]3[CH:20]=[C:21]4[C:26]3[CH:27]=[CH:28][CH:29]=[CH:30][CH:31]=3)[NH:10][C:11]=2[C:3]([O:2][CH3:1])=[CH:4][CH:5]=1.